Predict the reaction yield, written as a fraction of the theoretical maximum amount of product (1.0 means a 100% yield; for example, 0.34 means a 34% yield). From a dataset of Reaction yield outcomes from USPTO patents with 853,638 reactions. (1) The catalyst is ClCCl. The reactants are Cl.[NH:2]1[CH:6]=[CH:5][CH:4]=[C:3]1[C:7]1[N:11]=[C:10]([C@H:12]2[CH2:17][CH2:16][CH2:15][NH:14][CH2:13]2)[O:9][N:8]=1.[F:18][C:19]1[CH:27]=[CH:26][C:22]([C:23](O)=[O:24])=[CH:21][N:20]=1.C1C=NC2N(O)N=NC=2C=1.C1CCC(N=C=NC2CCCCC2)CC1. The product is [F:18][C:19]1[N:20]=[CH:21][C:22]([C:23]([N:14]2[CH2:15][CH2:16][CH2:17][C@H:12]([C:10]3[O:9][N:8]=[C:7]([C:3]4[NH:2][CH:6]=[CH:5][CH:4]=4)[N:11]=3)[CH2:13]2)=[O:24])=[CH:26][CH:27]=1. The yield is 0.230. (2) The catalyst is CN(C=O)C. The yield is 0.990. The reactants are [C:1]([O:5][C:6]([N:8]1[CH2:12][CH2:11][C@@H:10]([OH:13])[C@H:9]1[C:14]([OH:16])=O)=[O:7])([CH3:4])([CH3:3])[CH3:2].CN(C(ON1N=NC2C=CC=NC1=2)=[N+](C)C)C.F[P-](F)(F)(F)(F)F.CCN(C(C)C)C(C)C.Cl.[F:51][C:52]([F:68])([F:67])[C:53]1[N:58]=[CH:57][C:56]([C:59]2[N:64]=[CH:63][N:62]=[C:61]([CH2:65][NH2:66])[CH:60]=2)=[CH:55][CH:54]=1. The product is [OH:13][C@@H:10]1[CH2:11][CH2:12][N:8]([C:6]([O:5][C:1]([CH3:2])([CH3:3])[CH3:4])=[O:7])[C@@H:9]1[C:14](=[O:16])[NH:66][CH2:65][C:61]1[CH:60]=[C:59]([C:56]2[CH:57]=[N:58][C:53]([C:52]([F:68])([F:67])[F:51])=[CH:54][CH:55]=2)[N:64]=[CH:63][N:62]=1.